From a dataset of Forward reaction prediction with 1.9M reactions from USPTO patents (1976-2016). Predict the product of the given reaction. (1) Given the reactants [OH:1][C:2]1[C:3]([CH3:15])=[N:4][C:5]2[C:10]([C:11]=1C(O)=O)=[CH:9][CH:8]=[CH:7][CH:6]=2.[CH:16]1[C:21]([C:22]([OH:24])=[O:23])=[CH:20][C:19]2[C:25]([O:27][C:28](=O)[C:18]=2[CH:17]=1)=[O:26].ClC1C=CC(Cl)=CC=1Cl, predict the reaction product. The product is: [OH:1][C:2]1[C:3]([CH:15]2[C:25](=[O:26])[C:19]3[C:18](=[CH:17][CH:16]=[C:21]([C:22]([OH:24])=[O:23])[CH:20]=3)[C:28]2=[O:27])=[N:4][C:5]2[C:10]([CH:11]=1)=[CH:9][CH:8]=[CH:7][CH:6]=2. (2) Given the reactants [C:1]1([NH:7][C:8](=[O:16])[CH2:9][C:10]2[CH:15]=[CH:14][CH:13]=[CH:12][CH:11]=2)[CH:6]=[CH:5][CH:4]=[CH:3][CH:2]=1.C([O:19][C:20](=O)[C:21](OCC)=[O:22])C.CC(C)([O-])C.[K+], predict the reaction product. The product is: [OH:22][C:21]1[C:20](=[O:19])[N:7]([C:1]2[CH:2]=[CH:3][CH:4]=[CH:5][CH:6]=2)[C:8](=[O:16])[C:9]=1[C:10]1[CH:15]=[CH:14][CH:13]=[CH:12][CH:11]=1. (3) Given the reactants [Br:1][C:2]1[CH:7]=[CH:6][N:5]=[C:4]([CH:8]=[CH:9][C:10](=O)[C:11]([F:17])([F:16])[C:12]([F:15])([F:14])[F:13])[CH:3]=1.Cl.[F:20][C:21]1[CH:26]=[C:25]([F:27])[CH:24]=[CH:23][C:22]=1[NH:28][NH2:29].N1CCCCC1, predict the reaction product. The product is: [Br:1][C:2]1[CH:7]=[CH:6][N:5]=[C:4]([CH:8]2[N:28]([C:22]3[CH:23]=[CH:24][C:25]([F:27])=[CH:26][C:21]=3[F:20])[N:29]=[C:10]([C:11]([F:17])([F:16])[C:12]([F:15])([F:14])[F:13])[CH2:9]2)[CH:3]=1. (4) Given the reactants [Cl:1][C:2]1[CH:29]=[CH:28][C:5]([CH2:6][N:7]2[C:15]3[C:10](=[CH:11][C:12](/[CH:16]=[C:17]4/[C:18](=[O:27])[N:19]([CH2:23][C:24]([OH:26])=O)[C:20](=[O:22])[S:21]/4)=[CH:13][CH:14]=3)[CH:9]=[N:8]2)=[C:4]([C:30]([F:33])([F:32])[F:31])[CH:3]=1.[CH3:34][N:35]([CH3:40])[S:36]([NH2:39])(=[O:38])=[O:37], predict the reaction product. The product is: [Cl:1][C:2]1[CH:29]=[CH:28][C:5]([CH2:6][N:7]2[C:15]3[C:10](=[CH:11][C:12](/[CH:16]=[C:17]4/[C:18](=[O:27])[N:19]([CH2:23][C:24]([NH:39][S:36](=[O:38])(=[O:37])[N:35]([CH3:40])[CH3:34])=[O:26])[C:20](=[O:22])[S:21]/4)=[CH:13][CH:14]=3)[CH:9]=[N:8]2)=[C:4]([C:30]([F:33])([F:31])[F:32])[CH:3]=1. (5) Given the reactants C[O:2][C:3](=[O:35])[CH2:4][C:5]1[CH:10]=[CH:9][CH:8]=[C:7]([O:11][C:12]2[CH:17]=[CH:16][C:15]([Br:18])=[CH:14][C:13]=2[CH2:19][N:20]([C:32](=[O:34])[CH3:33])[C:21]([CH3:31])([CH3:30])[CH2:22][C:23]2[CH:28]=[CH:27][C:26]([F:29])=[CH:25][CH:24]=2)[CH:6]=1.[OH-].[Li+].Cl, predict the reaction product. The product is: [C:32]([N:20]([CH2:19][C:13]1[CH:14]=[C:15]([Br:18])[CH:16]=[CH:17][C:12]=1[O:11][C:7]1[CH:6]=[C:5]([CH2:4][C:3]([OH:35])=[O:2])[CH:10]=[CH:9][CH:8]=1)[C:21]([CH3:30])([CH3:31])[CH2:22][C:23]1[CH:28]=[CH:27][C:26]([F:29])=[CH:25][CH:24]=1)(=[O:34])[CH3:33]. (6) Given the reactants [F:1][C:2]1[C:10]2[O:9][C:8]([CH:21]3[CH2:26][CH2:25][NH:24][CH2:23][CH2:22]3)([C:11]3[CH:16]=[CH:15][C:14]([C:17]([F:20])([F:19])[F:18])=[CH:13][CH:12]=3)[O:7][C:6]=2[CH:5]=[CH:4][CH:3]=1.O=[C:28]([CH3:42])[CH2:29][CH2:30][N:31]1C(=O)C2C(=CC=CC=2)C1=O, predict the reaction product. The product is: [F:1][C:2]1[C:10]2[O:9][C:8]([CH:21]3[CH2:22][CH2:23][N:24]([CH:28]([CH3:42])[CH2:29][CH2:30][NH2:31])[CH2:25][CH2:26]3)([C:11]3[CH:12]=[CH:13][C:14]([C:17]([F:18])([F:20])[F:19])=[CH:15][CH:16]=3)[O:7][C:6]=2[CH:5]=[CH:4][CH:3]=1.